Dataset: Experimentally validated miRNA-target interactions with 360,000+ pairs, plus equal number of negative samples. Task: Binary Classification. Given a miRNA mature sequence and a target amino acid sequence, predict their likelihood of interaction. The miRNA is mmu-miR-181d-5p with sequence AACAUUCAUUGUUGUCGGUGGGU. The protein sequence of the target gene is MARHVFLTGPPGVGKTTLIHKASEVLKSSGVPVDGFYTEEVRQGGRRIGFDVVTLSGTRGPLSRVGLEPPPGKRECRVGQYVVDLTSFEQLALPVLRNADCSSGPGQRVCVIDEIGKMELFSQLFIQAVRQTLSTPGTIILGTIPVPKGKPLALVEEIRNRKDVKVFNVTKENRNHLLPDIVTCVQSSRK. Result: 0 (no interaction).